Dataset: Forward reaction prediction with 1.9M reactions from USPTO patents (1976-2016). Task: Predict the product of the given reaction. (1) Given the reactants [C:1]([C:5]1[CH:10]=[CH:9][C:8]([S:11]([CH:14]2[CH2:19][CH2:18][NH:17][CH2:16][CH2:15]2)(=[O:13])=[O:12])=[CH:7][CH:6]=1)([CH3:4])([CH3:3])[CH3:2].Br[C:21]1[CH:26]=[CH:25][CH:24]=[CH:23][C:22]=1[C:27]([F:30])([F:29])[F:28], predict the reaction product. The product is: [C:1]([C:5]1[CH:6]=[CH:7][C:8]([S:11]([CH:14]2[CH2:15][CH2:16][N:17]([C:21]3[CH:26]=[CH:25][CH:24]=[CH:23][C:22]=3[C:27]([F:30])([F:29])[F:28])[CH2:18][CH2:19]2)(=[O:13])=[O:12])=[CH:9][CH:10]=1)([CH3:4])([CH3:2])[CH3:3]. (2) The product is: [CH2:1]([C:2]([C:3]([F:4])([F:5])[F:6])=[O:7])[C:9]([C:10]([F:11])([F:13])[F:12])=[O:14]. Given the reactants [CH2:1]([C:9](O)([OH:14])[C:10]([F:13])([F:12])[F:11])[C:2](O)([OH:7])[C:3]([F:6])([F:5])[F:4].S(=O)(=O)(O)O, predict the reaction product. (3) The product is: [CH:10]1[C:11]2[CH:12]([CH2:14][O:15][C:16]([NH:18][C:19]([CH3:20])([C:21]([NH:23][C@H:24]([C:28]([N:30]([C@@H:32]([C@@H:52]([CH3:55])[CH2:53][CH3:54])[C@H:33]([O:50][CH3:51])[CH2:34][C:35]([N:37]3[CH2:41][CH2:40][CH2:39][C@H:38]3[C@@H:42]([C@@H:43]([CH3:44])[C:45](=[O:46])[NH:77][C@@H:76]([CH2:78][C:79]3[CH:80]=[CH:81][CH:82]=[CH:83][CH:84]=3)[C:75](=[O:85])[NH:74][CH2:73][CH2:72][NH:71][C:69](=[O:70])[CH2:68][CH2:67][CH2:66][CH2:65][CH2:64][C@H:59]3[C@@H:58]([CH3:57])[NH:62][C:61](=[O:63])[NH:60]3)[O:48][CH3:49])=[O:36])[CH3:31])=[O:29])[CH:25]([CH3:27])[CH3:26])=[O:22])[CH3:56])=[O:17])[C:13]3[C:5](=[CH:4][CH:3]=[CH:2][CH:1]=3)[C:6]=2[CH:7]=[CH:8][CH:9]=1. Given the reactants [CH:1]1[C:13]2[CH:12]([CH2:14][O:15][C:16]([NH:18][C:19]([CH3:56])([C:21]([NH:23][C@H:24]([C:28]([N:30]([C@@H:32]([C@@H:52]([CH3:55])[CH2:53][CH3:54])[C@H:33]([O:50][CH3:51])[CH2:34][C:35]([N:37]3[CH2:41][CH2:40][CH2:39][C@H:38]3[C@H:42]([O:48][CH3:49])[C@H:43]([C:45](O)=[O:46])[CH3:44])=[O:36])[CH3:31])=[O:29])[CH:25]([CH3:27])[CH3:26])=[O:22])[CH3:20])=[O:17])[C:11]3[C:6](=[CH:7][CH:8]=[CH:9][CH:10]=3)[C:5]=2[CH:4]=[CH:3][CH:2]=1.[CH3:57][C@H:58]1[NH:62][C:61](=[O:63])[NH:60][C@H:59]1[CH2:64][CH2:65][CH2:66][CH2:67][CH2:68][C:69]([NH:71][CH2:72][CH2:73][NH:74][C:75](=[O:85])[C@H:76]([CH2:78][C:79]1[CH:84]=[CH:83][CH:82]=[CH:81][CH:80]=1)[NH2:77])=[O:70].CN(C(ON1N=NC2C=CC=NC1=2)=[N+](C)C)C.F[P-](F)(F)(F)(F)F.CCN(C(C)C)C(C)C, predict the reaction product. (4) Given the reactants [NH2:1][C:2]1[CH:11]=[CH:10][C:9]([O:12][CH2:13][C:14]2[CH:19]=[CH:18][CH:17]=[CH:16][CH:15]=2)=[CH:8][C:3]=1[C:4]([O:6][CH3:7])=[O:5].O=[C:21]1[CH2:26][CH2:25][N:24]([C:27]([O:29][C:30]([CH3:33])([CH3:32])[CH3:31])=[O:28])[CH2:23][CH2:22]1.[BH-](OC(C)=O)(OC(C)=O)OC(C)=O.[Na+], predict the reaction product. The product is: [CH2:13]([O:12][C:9]1[CH:10]=[CH:11][C:2]([NH:1][CH:21]2[CH2:26][CH2:25][N:24]([C:27]([O:29][C:30]([CH3:33])([CH3:32])[CH3:31])=[O:28])[CH2:23][CH2:22]2)=[C:3]([C:4]([O:6][CH3:7])=[O:5])[CH:8]=1)[C:14]1[CH:19]=[CH:18][CH:17]=[CH:16][CH:15]=1. (5) Given the reactants [CH2:1]([O:3][C:4](=[O:10])[C:5]([C:8]#[N:9])([CH3:7])[CH3:6])[CH3:2].[OH:11]S(O)(=O)=O.O.C([O-])(O)=O.[Na+], predict the reaction product. The product is: [CH2:1]([O:3][C:4](=[O:10])[C:5]([CH3:7])([CH3:6])[C:8]([NH2:9])=[O:11])[CH3:2].